From a dataset of Forward reaction prediction with 1.9M reactions from USPTO patents (1976-2016). Predict the product of the given reaction. (1) The product is: [CH2:19]([CH:5]([CH2:6][NH:7][C:8]1[S:9][CH:10]=[C:11]([C:13]2[CH:18]=[CH:17][CH:16]=[CH:15][CH:14]=2)[N:12]=1)[C:4]([OH:26])=[O:3])[C:20]1[CH:25]=[CH:24][CH:23]=[CH:22][CH:21]=1. Given the reactants C([O:3][C:4](=[O:26])[CH:5]([CH2:19][C:20]1[CH:25]=[CH:24][CH:23]=[CH:22][CH:21]=1)[CH2:6][NH:7][C:8]1[S:9][CH:10]=[C:11]([C:13]2[CH:18]=[CH:17][CH:16]=[CH:15][CH:14]=2)[N:12]=1)C.[OH-].[K+].OS([O-])(=O)=O.[K+], predict the reaction product. (2) Given the reactants [CH2:1]([C:4]1[CH:13]=[CH:12][C:7]2[C:8](=[O:11])[O:9][CH2:10][C:6]=2[C:5]=1[Br:14])[CH:2]=C.[O:15]=[O+][O-].CSC, predict the reaction product. The product is: [Br:14][C:5]1[C:6]2[CH2:10][O:9][C:8](=[O:11])[C:7]=2[CH:12]=[CH:13][C:4]=1[CH2:1][CH:2]=[O:15]. (3) Given the reactants [NH3:1].[CH2:2]([O:4][C:5]([C:7]1[C:8]2[S:16][CH:15]=[C:14]([CH2:17][O:18][C:19]3[CH:24]=[CH:23][CH:22]=[C:21]([C:25]([O:27][C:28]([CH3:31])([CH3:30])[CH3:29])=[O:26])[CH:20]=3)[C:9]=2[C:10](Cl)=[N:11][CH:12]=1)=[O:6])[CH3:3], predict the reaction product. The product is: [CH2:2]([O:4][C:5]([C:7]1[C:8]2[S:16][CH:15]=[C:14]([CH2:17][O:18][C:19]3[CH:24]=[CH:23][CH:22]=[C:21]([C:25]([O:27][C:28]([CH3:31])([CH3:30])[CH3:29])=[O:26])[CH:20]=3)[C:9]=2[C:10]([NH2:1])=[N:11][CH:12]=1)=[O:6])[CH3:3]. (4) Given the reactants [CH2:1]([N:8]1[CH:13]=[CH:12][CH:11]=[C:10]([C:14]([O:16]C)=[O:15])[C:9]1=[O:18])[C:2]1[CH:7]=[CH:6][CH:5]=[CH:4][CH:3]=1.[OH-].[Na+], predict the reaction product. The product is: [CH2:1]([N:8]1[CH:13]=[CH:12][CH:11]=[C:10]([C:14]([OH:16])=[O:15])[C:9]1=[O:18])[C:2]1[CH:3]=[CH:4][CH:5]=[CH:6][CH:7]=1. (5) Given the reactants [O:1]([C:8]1[CH:13]=[CH:12][C:11]([CH2:14][CH2:15][C:16]([C:18]2[O:19][C:20]([C:23]3[N:28]=[C:27]([C:29]([O:31]C)=[O:30])[CH:26]=[CH:25][CH:24]=3)=[CH:21][N:22]=2)=[O:17])=[CH:10][CH:9]=1)[C:2]1[CH:7]=[CH:6][CH:5]=[CH:4][CH:3]=1.[Li+].[OH-].Cl, predict the reaction product. The product is: [O:1]([C:8]1[CH:9]=[CH:10][C:11]([CH2:14][CH2:15][C:16]([C:18]2[O:19][C:20]([C:23]3[N:28]=[C:27]([C:29]([OH:31])=[O:30])[CH:26]=[CH:25][CH:24]=3)=[CH:21][N:22]=2)=[O:17])=[CH:12][CH:13]=1)[C:2]1[CH:7]=[CH:6][CH:5]=[CH:4][CH:3]=1.